Predict the product of the given reaction. From a dataset of Forward reaction prediction with 1.9M reactions from USPTO patents (1976-2016). (1) Given the reactants [H-].[Na+].[Cl:3][C:4]1[NH:5][CH:6]=[CH:7][N:8]=1.Cl[C:10]1[C:11]2[CH:18]=[CH:17][N:16]([S:19]([C:22]3[CH:27]=[CH:26][C:25]([CH3:28])=[CH:24][CH:23]=3)(=[O:21])=[O:20])[C:12]=2[N:13]=[CH:14][N:15]=1.[Cl-].[NH4+], predict the reaction product. The product is: [Cl:3][C:4]1[N:5]([C:10]2[C:11]3[CH:18]=[CH:17][N:16]([S:19]([C:22]4[CH:27]=[CH:26][C:25]([CH3:28])=[CH:24][CH:23]=4)(=[O:20])=[O:21])[C:12]=3[N:13]=[CH:14][N:15]=2)[CH:6]=[CH:7][N:8]=1. (2) The product is: [Cl:13][C:12]1[CH:11]=[CH:10][C:9]([NH:14][C:15](=[O:17])[CH3:16])=[C:8]([F:18])[C:7]=1[CH2:6][C:19]#[N:20]. Given the reactants CS(O[CH2:6][C:7]1[C:12]([Cl:13])=[CH:11][CH:10]=[C:9]([NH:14][C:15](=[O:17])[CH3:16])[C:8]=1[F:18])(=O)=O.[C-:19]#[N:20].[Na+].O, predict the reaction product. (3) Given the reactants [CH3:1][C@@H:2]([CH:6](C(O)=O)[C:7]([OH:9])=[O:8])[CH2:3][CH2:4][CH3:5].C1CCN2C(=NCCC2)CC1, predict the reaction product. The product is: [CH3:1][C@H:2]([CH2:3][CH2:4][CH3:5])[CH2:6][C:7]([OH:9])=[O:8]. (4) Given the reactants Cl.[N:2]1[N:3]=[CH:4][N:5]2[CH:10]=[CH:9][N:8]=[C:7]([N:11]3[CH2:15][CH2:14][C@H:13]([NH2:16])[CH2:12]3)[C:6]=12.[CH:17]([C:20]1[CH:21]=[N:22][C:23]([C:26](O)=[O:27])=[N:24][CH:25]=1)([CH3:19])[CH3:18].C(N(CC)C(C)C)C.CN(C(ON1N=NC2C=CC=NC1=2)=[N+](C)C)C.F[P-](F)(F)(F)(F)F, predict the reaction product. The product is: [N:2]1[N:3]=[CH:4][N:5]2[CH:10]=[CH:9][N:8]=[C:7]([N:11]3[CH2:15][CH2:14][C@H:13]([NH:16][C:26]([C:23]4[N:22]=[CH:21][C:20]([CH:17]([CH3:19])[CH3:18])=[CH:25][N:24]=4)=[O:27])[CH2:12]3)[C:6]=12. (5) Given the reactants Br[C:2]1[N:7]=[C:6]([NH:8][C:9]2[CH:14]=[C:13]([CH3:15])[CH:12]=[CH:11][N:10]=2)[CH:5]=[CH:4][CH:3]=1.C([Sn](CCCC)(CCCC)[C:21]1[S:25][C:24]([C:26]2[CH:33]=[CH:32][C:29]([C:30]#[N:31])=[CH:28][CH:27]=2)=[N:23][CH:22]=1)CCC, predict the reaction product. The product is: [CH3:15][C:13]1[CH:12]=[CH:11][N:10]=[C:9]([NH:8][C:6]2[N:7]=[C:2]([C:21]3[S:25][C:24]([C:26]4[CH:27]=[CH:28][C:29]([C:30]#[N:31])=[CH:32][CH:33]=4)=[N:23][CH:22]=3)[CH:3]=[CH:4][CH:5]=2)[CH:14]=1.